From a dataset of Reaction yield outcomes from USPTO patents with 853,638 reactions. Predict the reaction yield, written as a fraction of the theoretical maximum amount of product (1.0 means a 100% yield; for example, 0.34 means a 34% yield). (1) The reactants are [Br:1][C:2]1[CH:3]=[CH:4][C:5]([C:8](/[N:10]=[CH:11]/[N:12](C)C)=O)=[N:6][CH:7]=1.[NH2:15]N. No catalyst specified. The product is [Br:1][C:2]1[CH:3]=[CH:4][C:5]([C:8]2[N:10]=[CH:11][NH:12][N:15]=2)=[N:6][CH:7]=1. The yield is 0.830. (2) The reactants are [OH-].[Na+].C([O:5][C:6]([C:8]1[C:9](/[CH:23]=[CH:24]/[CH3:25])=[N:10][C:11]2[C:16]([C:17]=1[CH3:18])=[CH:15][CH:14]=[C:13]([C:19]([F:22])([F:21])[F:20])[CH:12]=2)=[O:7])C. The catalyst is O.CCO. The product is [CH3:18][C:17]1[C:16]2[C:11](=[CH:12][C:13]([C:19]([F:20])([F:21])[F:22])=[CH:14][CH:15]=2)[N:10]=[C:9](/[CH:23]=[CH:24]/[CH3:25])[C:8]=1[C:6]([OH:7])=[O:5]. The yield is 0.850. (3) The reactants are [Br:1][C:2]1[C:6]2[N:7](C)[C:8](C)(C)[NH:9][C:10](=[O:11])[C:5]=2[S:4][C:3]=1[C:15]1[CH:16]=[N:17][NH:18][CH:19]=1.[ClH:20]. The catalyst is CO. The product is [ClH:20].[ClH:20].[Br:1][C:2]1[C:6]([NH:7][CH3:8])=[C:5]([C:10]([NH2:9])=[O:11])[S:4][C:3]=1[C:15]1[CH:16]=[N:17][NH:18][CH:19]=1. The yield is 0.970. (4) The reactants are [CH2:1]([S:3]([C:6]1[CH:11]=[CH:10][C:9](B(O)O)=[CH:8][CH:7]=1)(=[O:5])=[O:4])[CH3:2].Br[C:16]1[CH:21]=[CH:20][C:19]([O:22][CH2:23][CH:24]2[CH2:29][CH2:28][N:27]([C:30]([O:32][CH:33]([CH3:35])[CH3:34])=[O:31])[CH2:26][CH2:25]2)=[CH:18][CH:17]=1. No catalyst specified. The product is [CH2:1]([S:3]([C:6]1[CH:11]=[CH:10][C:9]([C:16]2[CH:17]=[CH:18][C:19]([O:22][CH2:23][CH:24]3[CH2:25][CH2:26][N:27]([C:30]([O:32][CH:33]([CH3:35])[CH3:34])=[O:31])[CH2:28][CH2:29]3)=[CH:20][CH:21]=2)=[CH:8][CH:7]=1)(=[O:5])=[O:4])[CH3:2]. The yield is 0.200.